Dataset: Forward reaction prediction with 1.9M reactions from USPTO patents (1976-2016). Task: Predict the product of the given reaction. (1) Given the reactants [NH2:1][C:2]1[CH:3]=[CH:4][C:5]([O:29][C:30]2[CH:35]=[CH:34][C:33]([F:36])=[CH:32][C:31]=2[F:37])=[C:6]([C:8]2[C:9]3[CH:18]=[CH:17][N:16]([S:19]([C:22]4[CH:28]=[CH:27][C:25]([CH3:26])=[CH:24][CH:23]=4)(=[O:21])=[O:20])[C:10]=3[C:11](=[O:15])[N:12]([CH3:14])[CH:13]=2)[CH:7]=1.[CH2:38]([S:40](Cl)(=[O:42])=[O:41])[CH3:39], predict the reaction product. The product is: [F:37][C:31]1[CH:32]=[C:33]([F:36])[CH:34]=[CH:35][C:30]=1[O:29][C:5]1[CH:4]=[CH:3][C:2]([N:1]([S:19]([CH2:22][CH3:23])(=[O:21])=[O:20])[S:40]([CH2:38][CH3:39])(=[O:42])=[O:41])=[CH:7][C:6]=1[C:8]1[C:9]2[CH:18]=[CH:17][N:16]([S:19]([C:22]3[CH:23]=[CH:24][C:25]([CH3:26])=[CH:27][CH:28]=3)(=[O:20])=[O:21])[C:10]=2[C:11](=[O:15])[N:12]([CH3:14])[CH:13]=1. (2) Given the reactants [F:1][C:2]1[CH:13]=[C:12]([F:14])[CH:11]=[CH:10][C:3]=1[CH:4]=[C:5]([CH3:9])[C:6]([OH:8])=[O:7].[H][H], predict the reaction product. The product is: [F:1][C:2]1[CH:13]=[C:12]([F:14])[CH:11]=[CH:10][C:3]=1[CH2:4][CH:5]([CH3:9])[C:6]([OH:8])=[O:7].